Dataset: Catalyst prediction with 721,799 reactions and 888 catalyst types from USPTO. Task: Predict which catalyst facilitates the given reaction. Reactant: [F:1][C:2]1[CH:10]=[CH:9][C:8]2[NH:7][C:6]3[C:11]([C:24]#[N:25])=[CH:12][N:13]=[C:14]([NH:15][CH:16]4[CH2:21][CH2:20][CH:19]([OH:22])[CH:18]([F:23])[CH2:17]4)[C:5]=3[C:4]=2[CH:3]=1.OO.C(=O)([O-])[O-:29].[K+].[K+]. Product: [F:1][C:2]1[CH:10]=[CH:9][C:8]2[NH:7][C:6]3[C:11]([C:24]([NH2:25])=[O:29])=[CH:12][N:13]=[C:14]([NH:15][CH:16]4[CH2:21][CH2:20][CH:19]([OH:22])[CH:18]([F:23])[CH2:17]4)[C:5]=3[C:4]=2[CH:3]=1. The catalyst class is: 16.